Predict the reactants needed to synthesize the given product. From a dataset of Full USPTO retrosynthesis dataset with 1.9M reactions from patents (1976-2016). (1) Given the product [C:2]1([CH:1]([C:9]2[CH:14]=[CH:13][CH:12]=[CH:11][CH:10]=2)[NH2:17])[CH:7]=[CH:6][CH:5]=[CH:4][CH:3]=1, predict the reactants needed to synthesize it. The reactants are: [C:1]([C:9]1[CH:14]=[CH:13][CH:12]=[CH:11][CH:10]=1)(=O)[C:2]1[CH:7]=[CH:6][CH:5]=[CH:4][CH:3]=1.C([NH2:17])=O.C(O)=O. (2) Given the product [F:1][C:2]1[C:3]([OH:27])=[C:4]([C:8]2[N:17]([CH2:18][CH2:19][C:20]3[CH:25]=[CH:24][CH:23]=[CH:22][CH:21]=3)[C:16](=[O:26])[C:15]3[CH2:14][CH2:13][CH2:12][CH2:11][C:10]=3[N:9]=2)[CH:5]=[CH:6][CH:7]=1, predict the reactants needed to synthesize it. The reactants are: [F:1][C:2]1[C:3]([O:27]C)=[C:4]([C:8]2[N:17]([CH2:18][CH2:19][C:20]3[CH:25]=[CH:24][CH:23]=[CH:22][CH:21]=3)[C:16](=[O:26])[C:15]3[CH2:14][CH2:13][CH2:12][CH2:11][C:10]=3[N:9]=2)[CH:5]=[CH:6][CH:7]=1.B(Br)(Br)Br. (3) The reactants are: [S:1]1[CH:5]=[C:4]([CH:6]([CH3:12])[C:7]([O:9]CC)=[O:8])[N:3]=[CH:2]1.[OH-].[Na+].O. Given the product [S:1]1[CH:5]=[C:4]([CH:6]([CH3:12])[C:7]([OH:9])=[O:8])[N:3]=[CH:2]1, predict the reactants needed to synthesize it. (4) The reactants are: C(=O)([O-])[O-].[K+].[K+].[C:7]([O:11][C:12](=[O:15])[CH2:13]Br)([CH3:10])([CH3:9])[CH3:8].[CH2:16]([C:18]1[NH:22][N:21]=[C:20]([O:23][CH3:24])[C:19]=1[O:25][C:26]1[CH:33]=[CH:32][C:29]([C:30]#[N:31])=[CH:28][CH:27]=1)[CH3:17]. Given the product [C:30]([C:29]1[CH:32]=[CH:33][C:26]([O:25][C:19]2[C:20]([O:23][CH3:24])=[N:21][N:22]([CH2:13][C:12]([O:11][C:7]([CH3:10])([CH3:9])[CH3:8])=[O:15])[C:18]=2[CH2:16][CH3:17])=[CH:27][CH:28]=1)#[N:31], predict the reactants needed to synthesize it. (5) Given the product [Cl:38][C:21]1[C:22]([NH:24][C:25]2[CH:37]=[CH:36][CH:35]=[CH:34][C:26]=2[C:27]([N:29]([CH3:33])[CH2:30][C:31]#[CH:32])=[O:28])=[N:23][C:18]([NH:16][C:13]2[CH:14]=[CH:15][C:8]3[CH2:7][CH2:6][N:5]([CH2:4][CH2:3][O:2][CH3:1])[CH2:11][CH2:10][C:9]=3[CH:12]=2)=[N:19][CH:20]=1, predict the reactants needed to synthesize it. The reactants are: [CH3:1][O:2][CH2:3][CH2:4][N:5]1[CH2:11][CH2:10][C:9]2[CH:12]=[C:13]([NH2:16])[CH:14]=[CH:15][C:8]=2[CH2:7][CH2:6]1.Cl[C:18]1[N:23]=[C:22]([NH:24][C:25]2[CH:37]=[CH:36][CH:35]=[CH:34][C:26]=2[C:27]([N:29]([CH3:33])[CH2:30][C:31]#[CH:32])=[O:28])[C:21]([Cl:38])=[CH:20][N:19]=1.